Task: Predict the reactants needed to synthesize the given product.. Dataset: Full USPTO retrosynthesis dataset with 1.9M reactions from patents (1976-2016) The reactants are: [CH3:1][O:2][C:3]([C:5]1[CH:10]=[CH:9][C:8]([CH2:11][N:12]([CH2:14][CH:15]2[CH2:19][CH2:18][CH2:17][N:16]2C(OC(C)(C)C)=O)[CH3:13])=[CH:7][CH:6]=1)=[O:4].Cl. Given the product [CH3:13][N:12]([CH2:11][C:8]1[CH:7]=[CH:6][C:5]([C:3]([O:2][CH3:1])=[O:4])=[CH:10][CH:9]=1)[CH2:14][CH:15]1[CH2:19][CH2:18][CH2:17][NH:16]1, predict the reactants needed to synthesize it.